From a dataset of Forward reaction prediction with 1.9M reactions from USPTO patents (1976-2016). Predict the product of the given reaction. Given the reactants [Br:1][C:2]1[C:7]([F:8])=[CH:6][C:5]([NH:9][CH:10](SC)[NH:11][C:12]#[N:13])=[CH:4][C:3]=1[Cl:16].[NH2:17][NH2:18], predict the reaction product. The product is: [Br:1][C:2]1[C:7]([F:8])=[CH:6][C:5]([NH:9][C:10]2[N:11]=[C:12]([NH2:13])[NH:18][N:17]=2)=[CH:4][C:3]=1[Cl:16].